From a dataset of Full USPTO retrosynthesis dataset with 1.9M reactions from patents (1976-2016). Predict the reactants needed to synthesize the given product. (1) Given the product [NH2:32][C:5]1[C:4]([N+:1]([O-:3])=[O:2])=[CH:8][N:7]([C:9]2[CH:14]=[CH:13][CH:12]=[CH:11][CH:10]=2)[N:6]=1, predict the reactants needed to synthesize it. The reactants are: [N+:1]([C:4]1[C:5](C(O)=O)=[N:6][N:7]([C:9]2[CH:14]=[CH:13][CH:12]=[CH:11][CH:10]=2)[CH:8]=1)([O-:3])=[O:2].C1(P([N:32]=[N+]=[N-])(C2C=CC=CC=2)=O)C=CC=CC=1.C(N(CC)CC)C.CC(O)(C)C. (2) Given the product [CH:1]1([C:7](=[O:21])[CH:8]([C:12]2[CH:17]=[CH:16][CH:15]=[CH:14][C:13]=2[CH2:18][O:19][CH3:20])[CH2:9][CH2:10][N:32]2[CH2:31][CH2:30][N:29]([C:26]3[CH:27]=[CH:28][C:23]([F:22])=[CH:24][C:25]=3[O:35][CH3:36])[CH2:34][CH2:33]2)[CH2:6][CH2:5][CH2:4][CH2:3][CH2:2]1, predict the reactants needed to synthesize it. The reactants are: [CH:1]1([C:7](=[O:21])[CH:8]([C:12]2[CH:17]=[CH:16][CH:15]=[CH:14][C:13]=2[CH2:18][O:19][CH3:20])[CH2:9][CH:10]=O)[CH2:6][CH2:5][CH2:4][CH2:3][CH2:2]1.[F:22][C:23]1[CH:28]=[CH:27][C:26]([N:29]2[CH2:34][CH2:33][NH:32][CH2:31][CH2:30]2)=[C:25]([O:35][CH3:36])[CH:24]=1.